Dataset: Forward reaction prediction with 1.9M reactions from USPTO patents (1976-2016). Task: Predict the product of the given reaction. (1) Given the reactants [CH2:1]([O:8][CH2:9][C@H:10]([NH:25][C:26]([O:28][C:29]([CH3:32])([CH3:31])[CH3:30])=[O:27])[C@H:11]([N:13]([CH2:18][CH2:19]OS(C)(=O)=O)[S:14]([CH3:17])(=[O:16])=[O:15])[CH3:12])[C:2]1[CH:7]=[CH:6][CH:5]=[CH:4][CH:3]=1.[H-].[Na+].Cl, predict the reaction product. The product is: [CH2:1]([O:8][CH2:9][C@H:10]1[C@@H:11]([CH3:12])[N:13]([S:14]([CH3:17])(=[O:16])=[O:15])[CH2:18][CH2:19][N:25]1[C:26]([O:28][C:29]([CH3:30])([CH3:31])[CH3:32])=[O:27])[C:2]1[CH:3]=[CH:4][CH:5]=[CH:6][CH:7]=1. (2) The product is: [OH:8][C:9]1[C:13]([CH2:14][C:15]([O:17][CH3:18])=[O:16])=[CH:12][N:11]([C:19]2[CH:24]=[CH:23][CH:22]=[CH:21][CH:20]=2)[N:10]=1. Given the reactants C([O:8][C:9]1[C:13]([CH2:14][C:15]([O:17][CH3:18])=[O:16])=[CH:12][N:11]([C:19]2[CH:24]=[CH:23][CH:22]=[CH:21][CH:20]=2)[N:10]=1)C1C=CC=CC=1.O1CCCC1, predict the reaction product.